From a dataset of NCI-60 drug combinations with 297,098 pairs across 59 cell lines. Regression. Given two drug SMILES strings and cell line genomic features, predict the synergy score measuring deviation from expected non-interaction effect. (1) Drug 1: COC1=C(C=C2C(=C1)N=CN=C2NC3=CC(=C(C=C3)F)Cl)OCCCN4CCOCC4. Synergy scores: CSS=37.5, Synergy_ZIP=10.2, Synergy_Bliss=10.8, Synergy_Loewe=10.7, Synergy_HSA=13.5. Cell line: NCI-H460. Drug 2: C1=NC(=NC(=O)N1C2C(C(C(O2)CO)O)O)N. (2) Drug 1: CC1=C2C(C(=O)C3(C(CC4C(C3C(C(C2(C)C)(CC1OC(=O)C(C(C5=CC=CC=C5)NC(=O)OC(C)(C)C)O)O)OC(=O)C6=CC=CC=C6)(CO4)OC(=O)C)OC)C)OC. Drug 2: C1=CC(=CC=C1CCC2=CNC3=C2C(=O)NC(=N3)N)C(=O)NC(CCC(=O)O)C(=O)O. Cell line: BT-549. Synergy scores: CSS=60.6, Synergy_ZIP=4.30, Synergy_Bliss=3.67, Synergy_Loewe=1.47, Synergy_HSA=6.99. (3) Drug 1: C1CCC(CC1)NC(=O)N(CCCl)N=O. Drug 2: CC1=CC2C(CCC3(C2CCC3(C(=O)C)OC(=O)C)C)C4(C1=CC(=O)CC4)C. Cell line: HOP-92. Synergy scores: CSS=20.2, Synergy_ZIP=-1.78, Synergy_Bliss=1.79, Synergy_Loewe=-13.7, Synergy_HSA=-5.55. (4) Cell line: K-562. Synergy scores: CSS=18.0, Synergy_ZIP=2.56, Synergy_Bliss=5.93, Synergy_Loewe=5.05, Synergy_HSA=4.49. Drug 2: CC(C)(C#N)C1=CC(=CC(=C1)CN2C=NC=N2)C(C)(C)C#N. Drug 1: CC12CCC(CC1=CCC3C2CCC4(C3CC=C4C5=CN=CC=C5)C)O.